Predict the reactants needed to synthesize the given product. From a dataset of Retrosynthesis with 50K atom-mapped reactions and 10 reaction types from USPTO. (1) Given the product C[C@H](O)[C@H](OCc1ccccc1)[C@H](CCC[C@H](NC(=O)OC(C)(C)C)C(=O)O)Cc1ccc(F)cc1F, predict the reactants needed to synthesize it. The reactants are: C[C@H](O)[C@H](OCc1ccccc1)[C@H](CCC[C@H](NC(=O)OC(C)(C)C)C(=O)OCc1ccccc1)Cc1ccc(F)cc1F. (2) Given the product CCCCc1nc2c(N)nc3cccnc3c2n1CCCCNC(=O)c1cccnc1, predict the reactants needed to synthesize it. The reactants are: CCCCc1nc2c(N)nc3cccnc3c2n1CCCCN.O=C(Cl)c1cccnc1.